Dataset: Full USPTO retrosynthesis dataset with 1.9M reactions from patents (1976-2016). Task: Predict the reactants needed to synthesize the given product. (1) Given the product [CH:1]1([O:6][C:7]2[C:8]([O:17][CH3:18])=[CH:9][C:10]([F:16])=[C:11]([CH:12]=2)[NH2:13])[CH2:2][CH2:3][CH2:4][CH2:5]1, predict the reactants needed to synthesize it. The reactants are: [CH:1]1([O:6][C:7]2[C:8]([O:17][CH3:18])=[CH:9][C:10]([F:16])=[C:11]([N+:13]([O-])=O)[CH:12]=2)[CH2:5][CH2:4][CH2:3][CH2:2]1.[H][H]. (2) The reactants are: [C@]12(CS(O)(=O)=O)C(C)(C)C(CC1)CC2=O.[C@]12(CS(O)(=O)=O)C(C)(C)C(CC1)CC2=O.[F:31][C:32]1[CH:54]=[CH:53][C:52]([CH2:55][N:56]2[CH2:76][CH2:75][C:59]3([O:64][CH2:63][CH2:62][N:61]([C:65]([C:67]4[N:68]=[C:69]([CH:72]([CH3:74])[CH3:73])[S:70][CH:71]=4)=[O:66])[CH2:60]3)[CH2:58][CH2:57]2)=[CH:51][C:33]=1[CH2:34][CH2:35][NH:36][CH2:37][C@@H:38]([C:40]1[C:48]2[S:47][C:46](=[O:49])[NH:45][C:44]=2[C:43]([OH:50])=[CH:42][CH:41]=1)[OH:39]. Given the product [F:31][C:32]1[CH:54]=[CH:53][C:52]([CH2:55][N:56]2[CH2:57][CH2:58][C:59]3([O:64][CH2:63][CH2:62][N:61]([C:65]([C:67]4[N:68]=[C:69]([CH:72]([CH3:74])[CH3:73])[S:70][CH:71]=4)=[O:66])[CH2:60]3)[CH2:75][CH2:76]2)=[CH:51][C:33]=1[CH2:34][CH2:35][NH:36][CH2:37][C@@H:38]([C:40]1[C:48]2[S:47][C:46](=[O:49])[NH:45][C:44]=2[C:43]([OH:50])=[CH:42][CH:41]=1)[OH:39], predict the reactants needed to synthesize it.